This data is from Forward reaction prediction with 1.9M reactions from USPTO patents (1976-2016). The task is: Predict the product of the given reaction. Given the reactants C[O:2][CH:3](OC)[CH2:4][CH2:5][N:6]1[CH:11]=[C:10]([C:12]2[CH:17]=[N:16][CH:15]=[CH:14][N:13]=2)[C:9](=[O:18])[NH:8][C:7]1=[O:19], predict the reaction product. The product is: [O:19]=[C:7]1[NH:8][C:9](=[O:18])[C:10]([C:12]2[CH:17]=[N:16][CH:15]=[CH:14][N:13]=2)=[CH:11][N:6]1[CH2:5][CH2:4][CH:3]=[O:2].